From a dataset of Full USPTO retrosynthesis dataset with 1.9M reactions from patents (1976-2016). Predict the reactants needed to synthesize the given product. Given the product [NH2:7][C:8]1[N:13]2[N:14]=[CH:15][C:16]([C:17]3[CH:18]=[N:19][C:20]([C:23]4[CH:24]=[CH:25][CH:26]=[CH:27][CH:28]=4)=[CH:21][CH:22]=3)=[C:12]2[N:11]=[C:10]([CH:29]2[CH2:34][CH2:33][C:32]([CH2:36][OH:37])([OH:35])[CH2:31][CH2:30]2)[C:9]=1[Br:38], predict the reactants needed to synthesize it. The reactants are: C[Si](C)(C)CCOC[N:7](COCC[Si](C)(C)C)[C:8]1[N:13]2[N:14]=[CH:15][C:16]([C:17]3[CH:18]=[N:19][C:20]([C:23]4[CH:28]=[CH:27][CH:26]=[CH:25][CH:24]=4)=[CH:21][CH:22]=3)=[C:12]2[N:11]=[C:10]([CH:29]2[CH2:34][CH2:33][C:32]([CH2:36][OH:37])([OH:35])[CH2:31][CH2:30]2)[C:9]=1[Br:38].C(O)(C(F)(F)F)=O.O.